From a dataset of Peptide-MHC class II binding affinity with 134,281 pairs from IEDB. Regression. Given a peptide amino acid sequence and an MHC pseudo amino acid sequence, predict their binding affinity value. This is MHC class II binding data. (1) The peptide sequence is IVLNHMTGAQSGKGT. The MHC is DRB1_0404 with pseudo-sequence DRB1_0404. The binding affinity (normalized) is 0.696. (2) The peptide sequence is NTSYRLISCNTSVI. The MHC is HLA-DPA10201-DPB10501 with pseudo-sequence HLA-DPA10201-DPB10501. The binding affinity (normalized) is 0.